This data is from Forward reaction prediction with 1.9M reactions from USPTO patents (1976-2016). The task is: Predict the product of the given reaction. (1) Given the reactants [CH:1]1([N:6]2[CH2:11][CH2:10][N:9]([C:12]([C:14]3[CH:15]=[C:16]4[C:20](=[CH:21][CH:22]=3)[NH:19][C:18]([C:23]([N:25]3[CH2:30][CH2:29][C:28]([F:32])([F:31])[CH2:27][CH2:26]3)=[O:24])=[CH:17]4)=[O:13])[CH2:8][CH2:7]2)[CH2:5][CH2:4][CH2:3][CH2:2]1.[Cl:33][C:34]1[CH:35]=[C:36](B(O)O)[CH:37]=[CH:38][CH:39]=1.N1C=CC=CC=1, predict the reaction product. The product is: [Cl:33][C:34]1[CH:39]=[C:38]([N:19]2[C:20]3[C:16](=[CH:15][C:14]([C:12]([N:9]4[CH2:8][CH2:7][N:6]([CH:1]5[CH2:5][CH2:4][CH2:3][CH2:2]5)[CH2:11][CH2:10]4)=[O:13])=[CH:22][CH:21]=3)[CH:17]=[C:18]2[C:23]([N:25]2[CH2:26][CH2:27][C:28]([F:31])([F:32])[CH2:29][CH2:30]2)=[O:24])[CH:37]=[CH:36][CH:35]=1. (2) The product is: [NH2:43][CH2:42][CH2:41][CH2:40][CH2:39][NH:38][C:36](=[O:37])[CH2:35][O:34][C:31]1[CH:32]=[C:33]2[C:14]3[CH2:13][CH2:12][N:11]4[C:16]([C:23]([O:25][CH3:26])=[O:24])([C:15]=3[NH:27][C:28]2=[CH:29][CH:30]=1)[C:17]([C:19]([O:21][CH3:22])=[O:20])=[CH:18][C:9]([C:7](=[O:8])[C:6]1[CH:50]=[CH:51][C:52]([O:55][CH2:56][C:57]2[CH:58]=[CH:59][CH:60]=[CH:61][CH:62]=2)=[C:53]([CH3:54])[C:5]=1[OH:4])=[CH:10]4. Given the reactants C([O:4][C:5]1[C:53]([CH3:54])=[C:52]([O:55][CH2:56][C:57]2[CH:62]=[CH:61][CH:60]=[CH:59][CH:58]=2)[CH:51]=[CH:50][C:6]=1[C:7]([C:9]1[CH:18]=[C:17]([C:19]([O:21][CH3:22])=[O:20])[C:16]2([C:23]([O:25][CH3:26])=[O:24])[N:11]([CH2:12][CH2:13][C:14]3[C:33]4[C:28](=[CH:29][CH:30]=[C:31]([O:34][CH2:35][C:36]([NH:38][CH2:39][CH2:40][CH2:41][CH2:42][NH:43]C(OCC=C)=O)=[O:37])[CH:32]=4)[NH:27][C:15]=32)[CH:10]=1)=[O:8])C=C.N1CCOCC1.ClCCl, predict the reaction product. (3) Given the reactants [I:1]N1C(=O)CCC1=O.[CH3:9][O:10][C:11](=[O:24])[CH:12]=[C:13]([C:15]1[CH:16]=[CH:17][C:18]2[N:19]([CH:21]=[CH:22][N:23]=2)[CH:20]=1)[CH3:14], predict the reaction product. The product is: [CH3:9][O:10][C:11](=[O:24])[CH:12]=[C:13]([C:15]1[CH:16]=[CH:17][C:18]2[N:19]([C:21]([I:1])=[CH:22][N:23]=2)[CH:20]=1)[CH3:14].